This data is from NCI-60 drug combinations with 297,098 pairs across 59 cell lines. The task is: Regression. Given two drug SMILES strings and cell line genomic features, predict the synergy score measuring deviation from expected non-interaction effect. (1) Drug 1: CC1CCC2CC(C(=CC=CC=CC(CC(C(=O)C(C(C(=CC(C(=O)CC(OC(=O)C3CCCCN3C(=O)C(=O)C1(O2)O)C(C)CC4CCC(C(C4)OC)OCCO)C)C)O)OC)C)C)C)OC. Drug 2: CC1C(C(CC(O1)OC2CC(CC3=C2C(=C4C(=C3O)C(=O)C5=CC=CC=C5C4=O)O)(C(=O)C)O)N)O. Cell line: PC-3. Synergy scores: CSS=60.6, Synergy_ZIP=-4.12, Synergy_Bliss=-0.592, Synergy_Loewe=7.65, Synergy_HSA=8.11. (2) Drug 1: C(=O)(N)NO. Drug 2: CCC1(CC2CC(C3=C(CCN(C2)C1)C4=CC=CC=C4N3)(C5=C(C=C6C(=C5)C78CCN9C7C(C=CC9)(C(C(C8N6C)(C(=O)OC)O)OC(=O)C)CC)OC)C(=O)OC)O.OS(=O)(=O)O. Cell line: SK-MEL-28. Synergy scores: CSS=-3.04, Synergy_ZIP=0.169, Synergy_Bliss=-4.33, Synergy_Loewe=-4.80, Synergy_HSA=-5.89. (3) Drug 1: CC12CCC3C(C1CCC2=O)CC(=C)C4=CC(=O)C=CC34C. Drug 2: CC1CCC2CC(C(=CC=CC=CC(CC(C(=O)C(C(C(=CC(C(=O)CC(OC(=O)C3CCCCN3C(=O)C(=O)C1(O2)O)C(C)CC4CCC(C(C4)OC)O)C)C)O)OC)C)C)C)OC. Cell line: RPMI-8226. Synergy scores: CSS=68.0, Synergy_ZIP=-0.577, Synergy_Bliss=-3.46, Synergy_Loewe=-2.00, Synergy_HSA=-1.40. (4) Synergy scores: CSS=77.6, Synergy_ZIP=3.65, Synergy_Bliss=5.66, Synergy_Loewe=3.81, Synergy_HSA=8.73. Drug 1: C1C(C(OC1N2C=NC3=C(N=C(N=C32)Cl)N)CO)O. Drug 2: CC1CCC2CC(C(=CC=CC=CC(CC(C(=O)C(C(C(=CC(C(=O)CC(OC(=O)C3CCCCN3C(=O)C(=O)C1(O2)O)C(C)CC4CCC(C(C4)OC)O)C)C)O)OC)C)C)C)OC. Cell line: MOLT-4. (5) Drug 2: CC12CCC3C(C1CCC2OP(=O)(O)O)CCC4=C3C=CC(=C4)OC(=O)N(CCCl)CCCl.[Na+]. Drug 1: CC1=CC2C(CCC3(C2CCC3(C(=O)C)OC(=O)C)C)C4(C1=CC(=O)CC4)C. Synergy scores: CSS=-1.81, Synergy_ZIP=1.66, Synergy_Bliss=-0.607, Synergy_Loewe=-4.52, Synergy_HSA=-3.53. Cell line: HCC-2998. (6) Cell line: NCI-H322M. Drug 1: C1=CC(=CC=C1CCCC(=O)O)N(CCCl)CCCl. Synergy scores: CSS=5.81, Synergy_ZIP=-2.07, Synergy_Bliss=-4.97, Synergy_Loewe=-19.1, Synergy_HSA=-8.34. Drug 2: CC1=C(C(=O)C2=C(C1=O)N3CC4C(C3(C2COC(=O)N)OC)N4)N. (7) Drug 1: CCN(CC)CCNC(=O)C1=C(NC(=C1C)C=C2C3=C(C=CC(=C3)F)NC2=O)C. Drug 2: C1=NNC2=C1C(=O)NC=N2. Cell line: ACHN. Synergy scores: CSS=2.35, Synergy_ZIP=-2.13, Synergy_Bliss=2.76, Synergy_Loewe=-6.86, Synergy_HSA=0.574.